This data is from Full USPTO retrosynthesis dataset with 1.9M reactions from patents (1976-2016). The task is: Predict the reactants needed to synthesize the given product. (1) Given the product [NH:6]1[C:7]2[C:12](=[CH:11][C:10]([CH:13]([CH3:28])[C:22]([OH:25])=[O:24])=[CH:9][CH:8]=2)[CH:19]=[N:21]1, predict the reactants needed to synthesize it. The reactants are: S(=O)(=O)(O)O.[NH2:6][C:7]1[CH:12]=[CH:11][C:10]([CH3:13])=[CH:9][CH:8]=1.[N+]([O-])(O)=O.N[C:19]([NH2:21])=O.[C:22]([O:25]CC)(=[O:24])C.[CH3:28]CCCCC. (2) Given the product [Cl:35][C:15]1[CH:14]=[C:13]([NH:20][C:21]2[CH:26]=[CH:25][C:24]([C:27]([F:30])([F:29])[F:28])=[CH:23][N:22]=2)[C:12]2[C:17](=[CH:18][C:9]([C:4]3[C:3]([C:2]([F:32])([F:31])[F:1])=[CH:8][CH:7]=[CH:6][N:5]=3)=[CH:10][N:11]=2)[N:16]=1, predict the reactants needed to synthesize it. The reactants are: [F:1][C:2]([F:32])([F:31])[C:3]1[C:4]([C:9]2[CH:18]=[C:17]3[C:12]([C:13]([NH:20][C:21]4[CH:26]=[CH:25][C:24]([C:27]([F:30])([F:29])[F:28])=[CH:23][N:22]=4)=[CH:14][C:15](O)=[N:16]3)=[N:11][CH:10]=2)=[N:5][CH:6]=[CH:7][CH:8]=1.P(Cl)(Cl)([Cl:35])=O. (3) Given the product [CH:1]1([C:7]2[C:8]3[CH:9]=[CH:10][C:11]([C:29]([NH:31][S:32]([CH2:35][C:36]([OH:38])=[O:37])(=[O:34])=[O:33])=[O:30])=[CH:12][C:13]=3[N:14]3[CH2:21][CH2:20][N:19]([CH3:22])[CH2:18][C:17]4[CH:23]=[C:24]([O:27][CH3:28])[CH:25]=[CH:26][C:16]=4[C:15]=23)[CH2:6][CH2:5][CH2:4][CH2:3][CH2:2]1, predict the reactants needed to synthesize it. The reactants are: [CH:1]1([C:7]2[C:8]3[CH:9]=[CH:10][C:11]([C:29]([NH:31][S:32]([CH2:35][C:36]([O:38]C)=[O:37])(=[O:34])=[O:33])=[O:30])=[CH:12][C:13]=3[N:14]3[CH2:21][CH2:20][N:19]([CH3:22])[CH2:18][C:17]4[CH:23]=[C:24]([O:27][CH3:28])[CH:25]=[CH:26][C:16]=4[C:15]=23)[CH2:6][CH2:5][CH2:4][CH2:3][CH2:2]1.O.[OH-].[Na+].Cl. (4) Given the product [CH2:1]([N:3]1[C:4]2[CH:8]=[C:7]([C:9]3[CH:14]=[CH:13][N:12]=[CH:11][CH:10]=3)[S:6][C:5]=2[C:15](=[O:16])[NH:17][C:19]1([CH3:21])[CH3:18])[CH3:2], predict the reactants needed to synthesize it. The reactants are: [CH2:1]([NH:3][C:4]1[CH:8]=[C:7]([C:9]2[CH:14]=[CH:13][N:12]=[CH:11][CH:10]=2)[S:6][C:5]=1[C:15]([NH2:17])=[O:16])[CH3:2].[CH3:18][C:19]([CH3:21])=O.O.C1(C)C=CC(S(O)(=O)=O)=CC=1.C(=O)([O-])O.[Na+]. (5) Given the product [F:27][C:21]1[CH:22]=[C:23]([F:26])[CH:24]=[CH:25][C:20]=1[O:19][C:5]1[CH:4]=[CH:3][C:2]([NH:1][C:29]([NH:28][C:31]2[CH:36]=[CH:35][CH:34]=[C:33]([O:37][C:38]3[CH:43]=[CH:42][CH:41]=[CH:40][CH:39]=3)[CH:32]=2)=[O:30])=[CH:7][C:6]=1[C:8]1[C:9]([O:16][CH2:17][CH3:18])=[CH:10][C:11](=[O:15])[N:12]([CH3:14])[CH:13]=1, predict the reactants needed to synthesize it. The reactants are: [NH2:1][C:2]1[CH:3]=[CH:4][C:5]([O:19][C:20]2[CH:25]=[CH:24][C:23]([F:26])=[CH:22][C:21]=2[F:27])=[C:6]([C:8]2[C:9]([O:16][CH2:17][CH3:18])=[CH:10][C:11](=[O:15])[N:12]([CH3:14])[CH:13]=2)[CH:7]=1.[N:28]([C:31]1[CH:36]=[CH:35][CH:34]=[C:33]([O:37][C:38]2[CH:43]=[CH:42][CH:41]=[CH:40][CH:39]=2)[CH:32]=1)=[C:29]=[O:30]. (6) Given the product [CH3:45][S:46]([OH:49])(=[O:48])=[O:47].[CH3:45][S:46]([OH:49])(=[O:48])=[O:47].[CH3:12][O:11][C:7]1[CH:6]=[C:5]([C:13]2[CH:18]=[CH:17][C:16]([N:19]([CH2:43][CH3:44])[CH2:20][CH2:21][N:22]([C:25]3[CH:26]=[CH:27][C:28]([C:31]4[CH:32]=[C:33]([O:41][CH3:42])[C:34]([O:39][CH3:40])=[C:35]([O:37][CH3:38])[CH:36]=4)=[N:29][CH:30]=3)[CH2:23][CH3:24])=[CH:15][N:14]=2)[CH:4]=[C:3]([O:2][CH3:1])[C:8]=1[O:9][CH3:10], predict the reactants needed to synthesize it. The reactants are: [CH3:1][O:2][C:3]1[CH:4]=[C:5]([C:13]2[CH:18]=[CH:17][C:16]([N:19]([CH2:43][CH3:44])[CH2:20][CH2:21][N:22]([C:25]3[CH:26]=[CH:27][C:28]([C:31]4[CH:36]=[C:35]([O:37][CH3:38])[C:34]([O:39][CH3:40])=[C:33]([O:41][CH3:42])[CH:32]=4)=[N:29][CH:30]=3)[CH2:23][CH3:24])=[CH:15][N:14]=2)[CH:6]=[C:7]([O:11][CH3:12])[C:8]=1[O:9][CH3:10].[CH3:45][S:46]([OH:49])(=[O:48])=[O:47]. (7) Given the product [S:1]1[CH:2]=[CH:3][CH:4]=[C:5]1[CH2:17][C:16]([Cl:12])=[O:21].[S:1]1[CH:5]=[CH:4][CH:3]=[CH:2]1, predict the reactants needed to synthesize it. The reactants are: [S:1]1[CH:5]=[CH:4][C:3](CC(O)=O)=[CH:2]1.S(Cl)([Cl:12])=O.ON1C(=O)C[CH2:17][C:16]1=[O:21].C(N(C(C)C)CC)(C)C. (8) Given the product [OH:30][C:21]1[C:20]([NH:19][C:45](=[O:46])[CH2:44][C:39]2[NH:40][C:41](=[O:43])[CH:42]=[C:37]([N:31]3[CH2:36][CH2:35][O:34][CH2:33][CH2:32]3)[N:38]=2)=[CH:29][CH:28]=[CH:27][C:22]=1[C:23]([O:25][CH3:26])=[O:24], predict the reactants needed to synthesize it. The reactants are: N1C=CC=CC=1.Cl.CN(C)CCCN=C=NCC.[NH2:19][C:20]1[C:21]([OH:30])=[C:22]([CH:27]=[CH:28][CH:29]=1)[C:23]([O:25][CH3:26])=[O:24].[N:31]1([C:37]2[N:38]=[C:39]([CH2:44][C:45]([O-])=[O:46])[NH:40][C:41](=[O:43])[CH:42]=2)[CH2:36][CH2:35][O:34][CH2:33][CH2:32]1.[Na+]. (9) Given the product [CH2:1]([N:4]([CH2:27][CH:28]=[CH2:29])[S:5]([C:8]1[CH:9]=[N:10][CH:11]=[CH:12][C:13]=1[NH:14][S:15](/[CH:18]=[CH:19]/[C:20]1[CH:25]=[CH:24][C:23]([C:31]2[O:30][C:34]3[CH:35]=[CH:36][CH:37]=[CH:38][C:33]=3[CH:32]=2)=[CH:22][CH:21]=1)(=[O:17])=[O:16])(=[O:7])=[O:6])[CH:2]=[CH2:3], predict the reactants needed to synthesize it. The reactants are: [CH2:1]([N:4]([CH2:27][CH:28]=[CH2:29])[S:5]([C:8]1[CH:9]=[N:10][CH:11]=[CH:12][C:13]=1[NH:14][S:15](/[CH:18]=[CH:19]/[C:20]1[CH:25]=[CH:24][C:23](Br)=[CH:22][CH:21]=1)(=[O:17])=[O:16])(=[O:7])=[O:6])[CH:2]=[CH2:3].[O:30]1[C:34]2[CH:35]=[CH:36][CH:37]=[CH:38][C:33]=2[CH:32]=[C:31]1B(O)O.C(=O)([O-])[O-].[Cs+].[Cs+].COCCOC.